From a dataset of Full USPTO retrosynthesis dataset with 1.9M reactions from patents (1976-2016). Predict the reactants needed to synthesize the given product. (1) Given the product [Cl:2][C:3]1[CH:4]=[C:5]([C:10]2[C:15]([CH2:16][NH:17][C:29](=[O:30])[CH2:28][C:23]3[CH:24]=[CH:25][CH:26]=[CH:27][N:22]=3)=[CH:14][CH:13]=[C:12]([C:18]([F:20])([F:21])[F:19])[N:11]=2)[CH:6]=[CH:7][C:8]=1[F:9], predict the reactants needed to synthesize it. The reactants are: Cl.[Cl:2][C:3]1[CH:4]=[C:5]([C:10]2[C:15]([CH2:16][NH2:17])=[CH:14][CH:13]=[C:12]([C:18]([F:21])([F:20])[F:19])[N:11]=2)[CH:6]=[CH:7][C:8]=1[F:9].[N:22]1[CH:27]=[CH:26][CH:25]=[CH:24][C:23]=1[CH2:28][C:29](O)=[O:30].F[B-](F)(F)F.N1(OC(N(C)C)=[N+](C)C)C2C=CC=CC=2N=N1.C(N(C(C)C)C(C)C)C. (2) Given the product [CH3:13][C:14]1[CH:19]=[CH:18][CH:17]=[CH:16][C:15]=1[C:2]1[CH:3]=[CH:4][C:5]2[C:6](=[O:12])[CH2:7][CH2:8][O:9][C:10]=2[CH:11]=1, predict the reactants needed to synthesize it. The reactants are: Br[C:2]1[CH:11]=[C:10]2[C:5]([C:6](=[O:12])[CH2:7][CH2:8][O:9]2)=[CH:4][CH:3]=1.[CH3:13][C:14]1[CH:19]=[CH:18][CH:17]=[CH:16][C:15]=1B(O)O.C([O-])([O-])=O.[Na+].[Na+].